Dataset: Forward reaction prediction with 1.9M reactions from USPTO patents (1976-2016). Task: Predict the product of the given reaction. (1) Given the reactants [CH2:1]([O:3][C:4]([N:6]1[CH2:23][CH2:22][C:10]2[C:11]3[C:12](=[CH:20][CH3:21])[C:13]([F:19])([F:18])[CH2:14][C:15]=3[CH:16]=[CH:17][C:9]=2[CH2:8][CH2:7]1)=[O:5])[CH3:2], predict the reaction product. The product is: [CH2:1]([O:3][C:4]([N:6]1[CH2:23][CH2:22][C:10]2[C:11]3[CH:12]([CH2:20][CH3:21])[C:13]([F:19])([F:18])[CH2:14][C:15]=3[CH:16]=[CH:17][C:9]=2[CH2:8][CH2:7]1)=[O:5])[CH3:2]. (2) Given the reactants [CH3:1][C:2]1[CH:3]=[C:4]([CH:8]=[C:9]([CH3:12])[C:10]=1[OH:11])[C:5]([OH:7])=O.F[P-](F)(F)(F)(F)F.N1(O[P+](N(C)C)(N(C)C)N(C)C)C2C=CC=CC=2N=N1.[CH3:40][C:41]([Si:44]([CH3:55])([CH3:54])[O:45][C:46]1[CH:47]=[C:48]([CH2:52][NH2:53])[CH:49]=[CH:50][CH:51]=1)([CH3:43])[CH3:42].C(N(C(C)C)CC)(C)C, predict the reaction product. The product is: [CH3:12][C:9]1[CH:8]=[C:4]([CH:3]=[C:2]([CH3:1])[C:10]=1[OH:11])[C:5]([NH:53][CH2:52][C:48]1[CH:49]=[CH:50][CH:51]=[C:46]([O:45][Si:44]([C:41]([CH3:43])([CH3:42])[CH3:40])([CH3:54])[CH3:55])[CH:47]=1)=[O:7]. (3) Given the reactants [H-].[Na+].[CH3:3][N:4]1[C:8]([CH2:9][C:10]#[N:11])=[N:7][CH:6]=[N:5]1.Br[CH2:13][CH2:14]Br, predict the reaction product. The product is: [CH3:3][N:4]1[C:8]([C:9]2([C:10]#[N:11])[CH2:14][CH2:13]2)=[N:7][CH:6]=[N:5]1. (4) Given the reactants BrC1C=NC=CC=1CCCCCC.[Br:14][C:15]1[CH:16]=[N:17][CH:18]=[CH:19][C:20]=1[CH:21]=[C:22]([CH3:24])[CH3:23], predict the reaction product. The product is: [Br:14][C:15]1[CH:16]=[N:17][CH:18]=[CH:19][C:20]=1[CH2:21][CH:22]([CH3:24])[CH3:23]. (5) Given the reactants [O:1]1[CH:5]=[CH:4][CH:3]=[CH:2]1.[O:6]=[C:7]1[C:15]2[C:10](=[CH:11][CH:12]=[CH:13][CH:14]=2)[C:9](=[O:16])[N:8]1[CH2:17][CH2:18][CH2:19][CH2:20][CH:21]=[O:22].O, predict the reaction product. The product is: [OH:22][CH:21]([C:2]1[O:1][CH:5]=[CH:4][CH:3]=1)[CH2:20][CH2:19][CH2:18][CH2:17][N:8]1[C:7](=[O:6])[C:15]2[C:10](=[CH:11][CH:12]=[CH:13][CH:14]=2)[C:9]1=[O:16].